This data is from Catalyst prediction with 721,799 reactions and 888 catalyst types from USPTO. The task is: Predict which catalyst facilitates the given reaction. (1) Reactant: [C:1]([CH2:3][C:4]1([N:15]2[CH:19]=[C:18]([C:20]3[N:25]4[CH:26]=[CH:27][N:28]=[C:24]4[CH:23]=[C:22]([C:29]4[CH:30]=[N:31][N:32]([CH3:34])[CH:33]=4)[N:21]=3)[CH:17]=[N:16]2)[CH2:7][N:6](C(OC(C)(C)C)=O)[CH2:5]1)#[N:2].[ClH:35]. Product: [ClH:35].[CH3:34][N:32]1[CH:33]=[C:29]([C:22]2[N:21]=[C:20]([C:18]3[CH:17]=[N:16][N:15]([C:4]4([CH2:3][C:1]#[N:2])[CH2:7][NH:6][CH2:5]4)[CH:19]=3)[N:25]3[CH:26]=[CH:27][N:28]=[C:24]3[CH:23]=2)[CH:30]=[N:31]1. The catalyst class is: 12. (2) Reactant: [N:1]1[C:11]2[C:6](=[CH:7][CH:8]=[CH:9][CH:10]=2)[C:4]([CH3:5])=[CH:3][CH:2]=1.[I:12][CH3:13]. Product: [I-:12].[CH3:13][N+:1]1[C:11]2[C:6](=[CH:7][CH:8]=[CH:9][CH:10]=2)[C:4]([CH3:5])=[CH:3][CH:2]=1. The catalyst class is: 5. (3) Reactant: [Cl:1][C:2]1[N:10]=[CH:9][CH:8]=[C:7]([Cl:11])[C:3]=1[C:4](Cl)=[O:5].[Cl:12][C:13]1[C:14]([CH:23]([CH3:25])[NH2:24])=[N:15][CH:16]=[C:17]([C:19]([F:22])([F:21])[F:20])[CH:18]=1.C(N(CC)CC)C. Product: [Cl:1][C:2]1[C:3]([C:4]([NH:24][CH:23]([C:14]2[C:13]([Cl:12])=[CH:18][C:17]([C:19]([F:22])([F:21])[F:20])=[CH:16][N:15]=2)[CH3:25])=[O:5])=[C:7]([Cl:11])[CH:8]=[CH:9][N:10]=1. The catalyst class is: 2. (4) Reactant: [F:1][C:2]([F:21])([F:20])[O:3][C:4]1[CH:9]=[CH:8][C:7]([S:10]([N:13]2[CH2:18][CH2:17][C:16](=O)[CH2:15][CH2:14]2)(=[O:12])=[O:11])=[CH:6][CH:5]=1.C(OP([CH:30]([O:36][CH3:37])[C:31]([O:33][CH2:34][CH3:35])=[O:32])(OCC)=O)C.CN1CCCN(C)C1=O.[H-].[Na+]. Product: [CH3:37][O:36][C:30](=[C:16]1[CH2:15][CH2:14][N:13]([S:10]([C:7]2[CH:8]=[CH:9][C:4]([O:3][C:2]([F:20])([F:21])[F:1])=[CH:5][CH:6]=2)(=[O:11])=[O:12])[CH2:18][CH2:17]1)[C:31]([O:33][CH2:34][CH3:35])=[O:32]. The catalyst class is: 1. (5) Reactant: [BrH:1].[CH2:2]1[C:4]2([CH2:9][CH2:8][CH2:7][N:6](C(OCC3C=CC=CC=3)=O)[CH2:5]2)[CH2:3]1. Product: [BrH:1].[CH2:3]1[C:4]2([CH2:9][CH2:8][CH2:7][NH:6][CH2:5]2)[CH2:2]1. The catalyst class is: 81. (6) Reactant: [C:1]([CH2:3][NH:4][C:5]([CH:7]1[CH2:12][CH2:11][CH2:10][CH2:9][CH:8]1[NH:13][C:14]([C:16]1[NH:17][C:18]2[C:23]([CH:24]=1)=[CH:22][CH:21]=[C:20]([Cl:25])[CH:19]=2)=[O:15])=[O:6])#[N:2].[H-].[Na+].[CH3:28]I. Product: [C:1]([CH2:3][NH:4][C:5]([CH:7]1[CH2:12][CH2:11][CH2:10][CH2:9][CH:8]1[NH:13][C:14]([C:16]1[N:17]([CH3:28])[C:18]2[C:23]([CH:24]=1)=[CH:22][CH:21]=[C:20]([Cl:25])[CH:19]=2)=[O:15])=[O:6])#[N:2]. The catalyst class is: 3. (7) Reactant: [NH2:1][C:2]1[CH:7]=[CH:6][CH:5]=[CH:4][C:3]=1[C:8]1([OH:14])[CH2:13][CH2:12][CH2:11][CH2:10][CH2:9]1.[C:15]([O:19][C:20](=[O:28])[NH:21][C:22]([CH3:27])([CH3:26])[CH2:23][CH:24]=O)([CH3:18])([CH3:17])[CH3:16]. Product: [C:15]([O:19][C:20](=[O:28])[NH:21][C:22]([CH3:27])([CH3:26])[CH2:23][CH2:24][NH:1][C:2]1[CH:7]=[CH:6][CH:5]=[CH:4][C:3]=1[C:8]1([OH:14])[CH2:13][CH2:12][CH2:11][CH2:10][CH2:9]1)([CH3:18])([CH3:17])[CH3:16]. The catalyst class is: 828. (8) Reactant: [C:1]1([CH2:7][N:8]([CH2:22][C:23]2[CH:28]=[CH:27][CH:26]=[CH:25][CH:24]=2)[CH:9]2[CH2:14][CH2:13][N:12](C(OC(C)(C)C)=O)[CH2:11][CH2:10]2)[CH:6]=[CH:5][CH:4]=[CH:3][CH:2]=1.C(O)(C(F)(F)F)=O. Product: [C:23]1([CH2:22][N:8]([CH2:7][C:1]2[CH:2]=[CH:3][CH:4]=[CH:5][CH:6]=2)[CH:9]2[CH2:14][CH2:13][NH:12][CH2:11][CH2:10]2)[CH:24]=[CH:25][CH:26]=[CH:27][CH:28]=1. The catalyst class is: 4. (9) Reactant: [CH2:1]([NH:3][C:4]([NH:6][C:7]1[N:12]=[CH:11][C:10]([C:13]2[CH:14]=[N:15][CH:16]=[C:17]([C:19]([NH:21][NH2:22])=[O:20])[CH:18]=2)=[C:9]([CH2:23][OH:24])[CH:8]=1)=[O:5])[CH3:2].C1N=CN([C:30](N2C=NC=C2)=[O:31])C=1.CCN(C(C)C)C(C)C.[OH-].[Na+].Cl. The catalyst class is: 3. Product: [CH2:1]([NH:3][C:4]([NH:6][C:7]1[N:12]=[CH:11][C:10]([C:13]2[CH:14]=[N:15][CH:16]=[C:17]([C:19]3[O:20][C:30](=[O:31])[NH:22][N:21]=3)[CH:18]=2)=[C:9]([CH2:23][OH:24])[CH:8]=1)=[O:5])[CH3:2].